From a dataset of Peptide-MHC class I binding affinity with 185,985 pairs from IEDB/IMGT. Regression. Given a peptide amino acid sequence and an MHC pseudo amino acid sequence, predict their binding affinity value. This is MHC class I binding data. (1) The peptide sequence is CTIDNPTKY. The MHC is HLA-A31:01 with pseudo-sequence HLA-A31:01. The binding affinity (normalized) is 0. (2) The peptide sequence is TPGPGVRYPL. The MHC is Mamu-A2201 with pseudo-sequence Mamu-A2201. The binding affinity (normalized) is 0.262.